Dataset: Catalyst prediction with 721,799 reactions and 888 catalyst types from USPTO. Task: Predict which catalyst facilitates the given reaction. (1) Reactant: [CH:1]([N:4]1[CH2:9][CH2:8][N:7]([C:10]([C:12]2[CH:19]=[CH:18][C:15]([CH:16]=O)=[CH:14][CH:13]=2)=[O:11])[CH2:6][CH2:5]1)([CH3:3])[CH3:2].[NH:20]1[CH2:25][CH2:24][O:23][CH2:22][CH2:21]1.[BH-](OC(C)=O)(OC(C)=O)OC(C)=O.[Na+]. Product: [CH:1]([N:4]1[CH2:9][CH2:8][N:7]([C:10]([C:12]2[CH:19]=[CH:18][C:15]([CH2:16][N:20]3[CH2:25][CH2:24][O:23][CH2:22][CH2:21]3)=[CH:14][CH:13]=2)=[O:11])[CH2:6][CH2:5]1)([CH3:3])[CH3:2]. The catalyst class is: 1. (2) Reactant: [OH-].[Na+].[CH:3]1[C:14]2[C:13](=[CH:15][CH2:16][O:17][C:18]3[CH:23]=[CH:22][C:21]([CH2:24][CH:25]([O:31][CH2:32][CH3:33])[C:26]([O:28]CC)=[O:27])=[CH:20][CH:19]=3)[C:12]3[CH:34]=[CH:35][CH:36]=[CH:37][C:11]=3[O:10][CH2:9][O:8][C:7]=2[CH:6]=[CH:5][CH:4]=1. Product: [CH:3]1[C:14]2[C:13](=[CH:15][CH2:16][O:17][C:18]3[CH:23]=[CH:22][C:21]([CH2:24][CH:25]([O:31][CH2:32][CH3:33])[C:26]([OH:28])=[O:27])=[CH:20][CH:19]=3)[C:12]3[CH:34]=[CH:35][CH:36]=[CH:37][C:11]=3[O:10][CH2:9][O:8][C:7]=2[CH:6]=[CH:5][CH:4]=1. The catalyst class is: 8.